From a dataset of CYP2C19 inhibition data for predicting drug metabolism from PubChem BioAssay. Regression/Classification. Given a drug SMILES string, predict its absorption, distribution, metabolism, or excretion properties. Task type varies by dataset: regression for continuous measurements (e.g., permeability, clearance, half-life) or binary classification for categorical outcomes (e.g., BBB penetration, CYP inhibition). Dataset: cyp2c19_veith. (1) The molecule is O=C(O)c1cccc(CN2CCCCC2)c1. The result is 0 (non-inhibitor). (2) The drug is Cc1c(-n2cc(C(=O)c3cc(Cl)ccc3O)cc(C#N)c2=O)c(=O)n(-c2ccccc2)n1C. The result is 0 (non-inhibitor). (3) The drug is C[N+](C)([O-])CCC=C1c2ccccc2CCc2ccccc21. The result is 1 (inhibitor). (4) The drug is COC(=O)[C@@]1(Cc2ccc(F)cc2)[C@H]2c3cc(C(=O)N(C)C)n(Cc4ccccn4)c3C[C@H]2CN1C(=O)c1ccccc1. The result is 1 (inhibitor). (5) The drug is OCCN(C=NC1=NN(c2cccc(C(F)(F)F)c2)CC1)CCO. The result is 0 (non-inhibitor). (6) The drug is Cc1ccc(-c2nc3ccccc3s2)cc1NC(=S)NC(=O)/C=C/c1ccco1. The result is 0 (non-inhibitor). (7) The compound is O=C(c1cccc(F)c1)N1CCC[C@@]2(CCN(C(c3ccccc3)c3ccccc3)C2)C1. The result is 0 (non-inhibitor).